This data is from NCI-60 drug combinations with 297,098 pairs across 59 cell lines. The task is: Regression. Given two drug SMILES strings and cell line genomic features, predict the synergy score measuring deviation from expected non-interaction effect. (1) Drug 1: COC1=C(C=C2C(=C1)N=CN=C2NC3=CC(=C(C=C3)F)Cl)OCCCN4CCOCC4. Drug 2: CS(=O)(=O)CCNCC1=CC=C(O1)C2=CC3=C(C=C2)N=CN=C3NC4=CC(=C(C=C4)OCC5=CC(=CC=C5)F)Cl. Cell line: HCT-15. Synergy scores: CSS=31.1, Synergy_ZIP=-6.79, Synergy_Bliss=0.447, Synergy_Loewe=-3.58, Synergy_HSA=-0.449. (2) Drug 1: C1=CC(=CC=C1CCCC(=O)O)N(CCCl)CCCl. Drug 2: COC1=NC(=NC2=C1N=CN2C3C(C(C(O3)CO)O)O)N. Cell line: OVCAR-8. Synergy scores: CSS=29.1, Synergy_ZIP=-2.85, Synergy_Bliss=5.30, Synergy_Loewe=-0.131, Synergy_HSA=4.26. (3) Drug 1: CN(C)N=NC1=C(NC=N1)C(=O)N. Drug 2: C1=CC(=CC=C1C#N)C(C2=CC=C(C=C2)C#N)N3C=NC=N3. Cell line: HOP-92. Synergy scores: CSS=-4.77, Synergy_ZIP=-2.11, Synergy_Bliss=-10.2, Synergy_Loewe=-15.4, Synergy_HSA=-9.37. (4) Drug 1: CC1C(C(=O)NC(C(=O)N2CCCC2C(=O)N(CC(=O)N(C(C(=O)O1)C(C)C)C)C)C(C)C)NC(=O)C3=C4C(=C(C=C3)C)OC5=C(C(=O)C(=C(C5=N4)C(=O)NC6C(OC(=O)C(N(C(=O)CN(C(=O)C7CCCN7C(=O)C(NC6=O)C(C)C)C)C)C(C)C)C)N)C. Drug 2: C1CN1C2=NC(=NC(=N2)N3CC3)N4CC4. Cell line: COLO 205. Synergy scores: CSS=38.1, Synergy_ZIP=-5.74, Synergy_Bliss=-4.15, Synergy_Loewe=-0.883, Synergy_HSA=1.09. (5) Drug 1: CC12CCC3C(C1CCC2O)C(CC4=C3C=CC(=C4)O)CCCCCCCCCS(=O)CCCC(C(F)(F)F)(F)F. Drug 2: B(C(CC(C)C)NC(=O)C(CC1=CC=CC=C1)NC(=O)C2=NC=CN=C2)(O)O. Cell line: RPMI-8226. Synergy scores: CSS=21.8, Synergy_ZIP=11.5, Synergy_Bliss=15.5, Synergy_Loewe=-46.1, Synergy_HSA=0.521. (6) Drug 1: CC(C1=C(C=CC(=C1Cl)F)Cl)OC2=C(N=CC(=C2)C3=CN(N=C3)C4CCNCC4)N. Drug 2: C1=NC2=C(N1)C(=S)N=CN2. Cell line: NCI-H226. Synergy scores: CSS=3.92, Synergy_ZIP=-9.10, Synergy_Bliss=-15.4, Synergy_Loewe=-23.6, Synergy_HSA=-14.8. (7) Drug 1: CC12CCC(CC1=CCC3C2CCC4(C3CC=C4C5=CN=CC=C5)C)O. Drug 2: C1CNP(=O)(OC1)N(CCCl)CCCl. Cell line: MOLT-4. Synergy scores: CSS=9.18, Synergy_ZIP=1.89, Synergy_Bliss=6.18, Synergy_Loewe=-0.405, Synergy_HSA=4.21. (8) Drug 1: C1=CC=C(C=C1)NC(=O)CCCCCCC(=O)NO. Drug 2: CC1=C(N=C(N=C1N)C(CC(=O)N)NCC(C(=O)N)N)C(=O)NC(C(C2=CN=CN2)OC3C(C(C(C(O3)CO)O)O)OC4C(C(C(C(O4)CO)O)OC(=O)N)O)C(=O)NC(C)C(C(C)C(=O)NC(C(C)O)C(=O)NCCC5=NC(=CS5)C6=NC(=CS6)C(=O)NCCC[S+](C)C)O. Cell line: KM12. Synergy scores: CSS=43.6, Synergy_ZIP=-6.50, Synergy_Bliss=-3.36, Synergy_Loewe=2.43, Synergy_HSA=3.63.